From a dataset of Reaction yield outcomes from USPTO patents with 853,638 reactions. Predict the reaction yield, written as a fraction of the theoretical maximum amount of product (1.0 means a 100% yield; for example, 0.34 means a 34% yield). (1) The reactants are CC(OC([N:8]1[C:16]2[N:15]=[CH:14][N:13]=[C:12]([N:17]3[CH2:22][CH2:21][C:20]4([C:26]5=[N:27][C:28]6[C:33](OS(C(F)(F)F)(=O)=O)=[CH:32][CH:31]=[CH:30][C:29]=6[N:25]5C(=O)[N:23]4C(OC(C)(C)C)=O)[CH2:19][CH2:18]3)[C:11]=2[CH:10]=[CH:9]1)=O)(C)C.B1(B2OC(C)(C)C(C)(C)O2)OC(C)(C)C(C)(C)O1.C([O-])(=O)C.[K+].C(=O)([O-])[O-].[Na+].[Na+].Br[C:80]1[CH:85]=[CH:84][CH:83]=[C:82]([CH2:86][S:87]([CH3:90])(=[O:89])=[O:88])[CH:81]=1.[OH-].[Na+]. The catalyst is O1CCOCC1.Cl[Pd]Cl.C1(P(C2C=CC=CC=2)[C-]2C=CC=C2)C=CC=CC=1.[C-]1(P(C2C=CC=CC=2)C2C=CC=CC=2)C=CC=C1.[Fe+2].O. The product is [CH3:90][S:87]([CH2:86][C:82]1[CH:81]=[C:80]([C:33]2[C:28]3[N:27]=[C:26]([C:20]4([NH2:23])[CH2:21][CH2:22][N:17]([C:12]5[C:11]6[CH:10]=[CH:9][NH:8][C:16]=6[N:15]=[CH:14][N:13]=5)[CH2:18][CH2:19]4)[NH:25][C:29]=3[CH:30]=[CH:31][CH:32]=2)[CH:85]=[CH:84][CH:83]=1)(=[O:88])=[O:89]. The yield is 0.150. (2) The reactants are [Cl:1][C:2]1[C:3]([N:8]2[CH2:13][CH2:12][NH:11][CH2:10][CH2:9]2)=[N:4][CH:5]=[CH:6][CH:7]=1.C(N(C(C)C)CC)(C)C.[C:23]([C:27]1[CH:32]=[CH:31][C:30]([S:33](Cl)(=[O:35])=[O:34])=[CH:29][CH:28]=1)([CH3:26])([CH3:25])[CH3:24]. The catalyst is ClCCl. The product is [C:23]([C:27]1[CH:32]=[CH:31][C:30]([S:33]([N:11]2[CH2:10][CH2:9][N:8]([C:3]3[C:2]([Cl:1])=[CH:7][CH:6]=[CH:5][N:4]=3)[CH2:13][CH2:12]2)(=[O:35])=[O:34])=[CH:29][CH:28]=1)([CH3:26])([CH3:24])[CH3:25]. The yield is 0.593. (3) The reactants are [CH3:1][C:2]1[CH:7]=[CH:6][CH:5]=[C:4]([CH3:8])[C:3]=1[CH2:9][N:10]1[C:14]([C:15]([O:17]C)=[O:16])=[CH:13][C:12]([B:19]2[O:23][C:22]([CH3:25])([CH3:24])[C:21]([CH3:27])([CH3:26])[O:20]2)=[N:11]1.[OH-].[Na+]. The product is [CH3:8][C:4]1[CH:5]=[CH:6][CH:7]=[C:2]([CH3:1])[C:3]=1[CH2:9][N:10]1[C:14]([C:15]([OH:17])=[O:16])=[CH:13][C:12]([B:19]2[O:20][C:21]([CH3:27])([CH3:26])[C:22]([CH3:25])([CH3:24])[O:23]2)=[N:11]1. The catalyst is C1COCC1. The yield is 0.980. (4) The yield is 0.0130. The reactants are N[C@H:2]1[CH2:11][CH2:10][C:9]2[C:8]([S:12]([NH:15][C:16]3[N:21]=[CH:20][CH:19]=[CH:18][N:17]=3)(=[O:14])=[O:13])=[CH:7][CH:6]=[C:5]([O:22][CH3:23])[C:4]=2[CH2:3]1.C=O.[C:26](O)(=O)C.[C:30]([BH3-])#[N:31].[Na+]. The catalyst is CO. The product is [CH3:26][N:31]([CH3:30])[C@H:2]1[CH2:11][CH2:10][C:9]2[C:8]([S:12]([NH:15][C:16]3[N:21]=[CH:20][CH:19]=[CH:18][N:17]=3)(=[O:14])=[O:13])=[CH:7][CH:6]=[C:5]([O:22][CH3:23])[C:4]=2[CH2:3]1. (5) The reactants are [I:1][C:2]1[CH:3]=[C:4]([NH2:9])[C:5]([NH2:8])=[CH:6][CH:7]=1.[C:10]([N:20]1[CH2:25][CH2:24][CH2:23][CH2:22][C@H:21]1[C:26](O)=O)([O:12][CH2:13][C:14]1[CH:19]=[CH:18][CH:17]=[CH:16][CH:15]=1)=[O:11].CCN(C(C)C)C(C)C.CN(C(ON1N=NC2C=CC=NC1=2)=[N+](C)C)C.F[P-](F)(F)(F)(F)F. The catalyst is CN(C=O)C. The product is [CH2:13]([O:12][C:10]([N:20]1[CH2:25][CH2:24][CH2:23][CH2:22][C@H:21]1[C:26]1[NH:8][C:5]2[CH:6]=[CH:7][C:2]([I:1])=[CH:3][C:4]=2[N:9]=1)=[O:11])[C:14]1[CH:15]=[CH:16][CH:17]=[CH:18][CH:19]=1. The yield is 0.470. (6) The reactants are [CH2:1]([NH:8][C:9]1[N:14]2[N:15]=[CH:16][C:17]([C:18]([OH:20])=O)=[C:13]2[N:12]=[CH:11][C:10]=1[C:21]([N:23]1[CH2:28][CH2:27][N:26]([C:29]2[CH:34]=[CH:33][CH:32]=[CH:31][C:30]=2[CH3:35])[CH2:25][CH2:24]1)=[O:22])[C:2]1[CH:7]=[CH:6][CH:5]=[CH:4][CH:3]=1.[CH3:36][S:37]([NH2:40])(=[O:39])=[O:38]. No catalyst specified. The product is [CH2:1]([NH:8][C:9]1[N:14]2[N:15]=[CH:16][C:17]([C:18]([NH:40][S:37]([CH3:36])(=[O:39])=[O:38])=[O:20])=[C:13]2[N:12]=[CH:11][C:10]=1[C:21]([N:23]1[CH2:28][CH2:27][N:26]([C:29]2[CH:34]=[CH:33][CH:32]=[CH:31][C:30]=2[CH3:35])[CH2:25][CH2:24]1)=[O:22])[C:2]1[CH:3]=[CH:4][CH:5]=[CH:6][CH:7]=1. The yield is 0.410. (7) The reactants are N[CH:2]([C:19]1[CH:24]=[CH:23][C:22]([Cl:25])=[C:21]([Cl:26])[CH:20]=1)[C:3]1[C:7]([C:8]#[N:9])=[C:6]([N:10]2[CH2:15][CH2:14][O:13][CH2:12][CH2:11]2)[S:5][C:4]=1[C:16]([OH:18])=[O:17].Cl[C:28]1C=CC(CC2N=C(C3C=CN=CC=3)SC=2C2NC=NN=2)=CC=1.CO.C=O.[C:55]([BH3-])#[N:56].[Na+]. The catalyst is O.CCOC(C)=O. The product is [C:8]([C:7]1[C:3]([CH:2]([C:19]2[CH:24]=[CH:23][C:22]([Cl:25])=[C:21]([Cl:26])[CH:20]=2)[N:56]([CH3:55])[CH3:28])=[C:4]([C:16]([OH:18])=[O:17])[S:5][C:6]=1[N:10]1[CH2:15][CH2:14][O:13][CH2:12][CH2:11]1)#[N:9]. The yield is 0.680.